This data is from Full USPTO retrosynthesis dataset with 1.9M reactions from patents (1976-2016). The task is: Predict the reactants needed to synthesize the given product. The reactants are: Br[C:2]1[CH:3]=[CH:4][C:5]2[N:6]([CH:8]=[C:9]([CH2:11][O:12][Si:13]([C:16]([CH3:19])([CH3:18])[CH3:17])([CH3:15])[CH3:14])[N:10]=2)[CH:7]=1.[CH3:20]C([O-])=O.[K+].C([O-])([O-])=O.[K+].[K+].Cl[C:32]1[C:40]([CH2:41][CH3:42])=[CH:39][C:35]([C:36]([O-:38])=[O:37])=[C:34]([O:43][CH3:44])[N:33]=1. Given the product [Si:13]([O:12][CH2:11][C:9]1[N:10]=[C:5]2[CH:4]=[CH:3][C:2]([C:32]3[C:40]([CH2:41][CH3:42])=[CH:39][C:35]([C:36]([O:38][CH3:20])=[O:37])=[C:34]([O:43][CH3:44])[N:33]=3)=[CH:7][N:6]2[CH:8]=1)([C:16]([CH3:19])([CH3:18])[CH3:17])([CH3:15])[CH3:14], predict the reactants needed to synthesize it.